This data is from Forward reaction prediction with 1.9M reactions from USPTO patents (1976-2016). The task is: Predict the product of the given reaction. (1) The product is: [C:12]1([C:7]2([CH3:11])[O:6][C:5]([C:3]([OH:4])=[O:2])=[CH:9][C:8]2=[O:10])[CH2:17][CH2:16][CH2:15][CH2:14][CH:13]=1. Given the reactants C[O:2][C:3]([C:5]1[O:6][C:7]([C:12]2[CH2:17][CH2:16][CH2:15][CH2:14][CH:13]=2)([CH3:11])[C:8](=[O:10])[CH:9]=1)=[O:4].O[Li].O, predict the reaction product. (2) Given the reactants [CH3:1][C:2]([OH:10])([CH2:5][CH2:6][CH:7](C)C)[C:3]#[CH:4].CN(C=O)C.[CH3:16]CN(CC)CC.FC(F)(F)S(O[Si:29]([C:32]([CH3:35])([CH3:34])[CH3:33])([CH3:31])[CH3:30])(=O)=O, predict the reaction product. The product is: [C:32]([Si:29]([O:10][C:2]([CH2:5][CH:6]([CH3:7])[CH3:16])([CH3:1])[C:3]#[CH:4])([CH3:31])[CH3:30])([CH3:35])([CH3:34])[CH3:33]. (3) Given the reactants Cl[C:2]1[C:11]2[C:6](=[CH:7][C:8]([F:12])=[CH:9][CH:10]=2)[N:5]=[C:4]([C:13]2[CH:18]=[CH:17][CH:16]=[CH:15][C:14]=2[F:19])[C:3]=1[CH3:20].[Br:21][C:22]1[CH:23]=[CH:24][C:25]([N:29]2[CH2:34][CH2:33][O:32][CH2:31][CH2:30]2)=[C:26]([NH2:28])[CH:27]=1.Cl, predict the reaction product. The product is: [Br:21][C:22]1[CH:23]=[CH:24][C:25]([N:29]2[CH2:30][CH2:31][O:32][CH2:33][CH2:34]2)=[C:26]([NH:28][C:2]2[C:11]3[C:6](=[CH:7][C:8]([F:12])=[CH:9][CH:10]=3)[N:5]=[C:4]([C:13]3[CH:18]=[CH:17][CH:16]=[CH:15][C:14]=3[F:19])[C:3]=2[CH3:20])[CH:27]=1. (4) The product is: [Br:1][C:2]1[CH:8]=[CH:7][C:5]([N:6]2[C:13](=[O:14])[CH:12]=[CH:11][C:10]2=[O:15])=[CH:4][C:3]=1[CH3:9]. Given the reactants [Br:1][C:2]1[CH:8]=[CH:7][C:5]([NH2:6])=[CH:4][C:3]=1[CH3:9].[C:10]1(=O)[O:15][C:13](=[O:14])[CH:12]=[CH:11]1, predict the reaction product. (5) Given the reactants [C:1]([O:5][C:6]([N:8]1[CH2:13][CH2:12][CH:11]([NH:14][CH2:15][CH:16]([CH3:18])[CH3:17])[CH2:10][CH2:9]1)=[O:7])([CH3:4])([CH3:3])[CH3:2].[Cl:19][C:20]1[S:21][C:22]([CH:26]=O)=[C:23]([Cl:25])[N:24]=1.C(O)(=O)C.[BH-](OC(C)=O)(OC(C)=O)OC(C)=O.[Na+], predict the reaction product. The product is: [C:1]([O:5][C:6]([N:8]1[CH2:9][CH2:10][CH:11]([N:14]([CH2:26][C:22]2[S:21][C:20]([Cl:19])=[N:24][C:23]=2[Cl:25])[CH2:15][CH:16]([CH3:18])[CH3:17])[CH2:12][CH2:13]1)=[O:7])([CH3:4])([CH3:3])[CH3:2]. (6) Given the reactants C(N(S(F)(F)[F:7])CC)C.[C:10]([O:14][C:15]([N:17]1[CH2:22][C@H:21]([CH2:23]O)[N:20]([CH2:25][C:26]2[CH:31]=[CH:30][CH:29]=[CH:28][CH:27]=2)[CH2:19][C@H:18]1[CH3:32])=[O:16])([CH3:13])([CH3:12])[CH3:11].C(=O)([O-])O.[Na+], predict the reaction product. The product is: [C:10]([O:14][C:15]([N:17]1[CH2:22][C@H:21]([CH2:23][F:7])[N:20]([CH2:25][C:26]2[CH:31]=[CH:30][CH:29]=[CH:28][CH:27]=2)[CH2:19][C@H:18]1[CH3:32])=[O:16])([CH3:13])([CH3:12])[CH3:11]. (7) Given the reactants [CH3:1][O:2][C:3]1[CH:4]=[C:5]([CH:11]2[O:16][CH2:15][CH2:14][NH:13][CH2:12]2)[CH:6]=[C:7]([O:9][CH3:10])[CH:8]=1.Cl[C:18]1[C:27]2[C:22](=[CH:23][C:24]([O:30][CH3:31])=[C:25]([O:28][CH3:29])[CH:26]=2)[N:21]=[CH:20][N:19]=1, predict the reaction product. The product is: [CH3:29][O:28][C:25]1[CH:26]=[C:27]2[C:22](=[CH:23][C:24]=1[O:30][CH3:31])[N:21]=[CH:20][N:19]=[C:18]2[N:13]1[CH2:14][CH2:15][O:16][CH:11]([C:5]2[CH:4]=[C:3]([O:2][CH3:1])[CH:8]=[C:7]([O:9][CH3:10])[CH:6]=2)[CH2:12]1. (8) Given the reactants [Cl:1][C:2]1[CH:3]=[C:4]([CH2:9][O:10][C:11]2[C:23]([F:24])=[CH:22][C:14]([C:15]([O:17]C(C)(C)C)=[O:16])=[C:13]([F:25])[CH:12]=2)[CH:5]=[N:6][C:7]=1[Cl:8].C(O)(C(F)(F)F)=O, predict the reaction product. The product is: [Cl:1][C:2]1[CH:3]=[C:4]([CH2:9][O:10][C:11]2[C:23]([F:24])=[CH:22][C:14]([C:15]([OH:17])=[O:16])=[C:13]([F:25])[CH:12]=2)[CH:5]=[N:6][C:7]=1[Cl:8]. (9) Given the reactants [F:1][C:2]([F:12])([C:5]1[CH:10]=[CH:9][CH:8]=[C:7]([CH3:11])[N:6]=1)[CH2:3][OH:4].[CH3:13][S:14](Cl)(=[O:16])=[O:15].C(N(CC)CC)C, predict the reaction product. The product is: [F:12][C:2]([F:1])([C:5]1[CH:10]=[CH:9][CH:8]=[C:7]([CH3:11])[N:6]=1)[CH2:3][O:4][S:14]([CH3:13])(=[O:16])=[O:15]. (10) Given the reactants C(OC([N:8]1[CH2:13][CH2:12][CH:11]([CH2:14][C:15]2[CH:24]=[CH:23][C:22]3[C:17](=[CH:18][CH:19]=[CH:20][CH:21]=3)[CH:16]=2)[CH2:10][CH2:9]1)=O)(C)(C)C.C(O)(C(F)(F)F)=O, predict the reaction product. The product is: [CH:16]1[C:17]2[C:22](=[CH:21][CH:20]=[CH:19][CH:18]=2)[CH:23]=[CH:24][C:15]=1[CH2:14][CH:11]1[CH2:12][CH2:13][NH:8][CH2:9][CH2:10]1.